Task: Predict the product of the given reaction.. Dataset: Forward reaction prediction with 1.9M reactions from USPTO patents (1976-2016) The product is: [Cl:21][C:19]1[CH:18]=[CH:17][C:16]([S:22]([CH2:25][CH3:26])(=[O:24])=[O:23])=[C:15]([N:14]([N:6]2[C:5](=[O:27])[C:4]3[C:9](=[C:10]([Br:13])[C:11]([CH3:12])=[C:2]([Br:1])[CH:3]=3)[N:8]=[CH:7]2)[C:40](=[O:46])[O:41][C:42]([CH3:45])([CH3:44])[CH3:43])[CH:20]=1. Given the reactants [Br:1][C:2]1[CH:3]=[C:4]2[C:9](=[C:10]([Br:13])[C:11]=1[CH3:12])[N:8]=[CH:7][N:6]([NH:14][C:15]1[CH:20]=[C:19]([Cl:21])[CH:18]=[CH:17][C:16]=1[S:22]([CH2:25][CH3:26])(=[O:24])=[O:23])[C:5]2=[O:27].BrC1C=C2C(C(=O)N(N(C3C=C(Cl)C=CC=3SCC)[C:40](=[O:46])[O:41][C:42]([CH3:45])([CH3:44])[CH3:43])C=N2)=CC=1C, predict the reaction product.